From a dataset of Catalyst prediction with 721,799 reactions and 888 catalyst types from USPTO. Predict which catalyst facilitates the given reaction. (1) Reactant: [Br:1][C:2]1[C:7](C)=[CH:6][C:5]([I:9])=[CH:4][N:3]=1.[CH3:10][O-:11].[Na+].[CH3:13]S(C)=O. Product: [Br:1][CH2:2][C:7]1[C:10]([O:11][CH3:13])=[N:3][CH:4]=[C:5]([I:9])[CH:6]=1. The catalyst class is: 280. (2) Reactant: [CH3:1][O:2][C:3]([C:5]1[CH:10]=[CH:9][C:8](F)=[CH:7][N:6]=1)=[O:4].[CH3:12][N:13]1[CH:17]=[CH:16][C:15]([NH:18][C:19]([C:21]2[CH:31]=[C:30]([OH:32])[C:24]3[CH2:25][C:26]([CH3:29])([CH3:28])[O:27][C:23]=3[CH:22]=2)=[O:20])=[N:14]1.C([O-])([O-])=O.[Cs+].[Cs+]. Product: [CH3:1][O:2][C:3]([C:5]1[CH:10]=[CH:9][C:8]([O:32][C:30]2[C:24]3[CH2:25][C:26]([CH3:28])([CH3:29])[O:27][C:23]=3[CH:22]=[C:21]([C:19](=[O:20])[NH:18][C:15]3[CH:16]=[CH:17][N:13]([CH3:12])[N:14]=3)[CH:31]=2)=[CH:7][N:6]=1)=[O:4]. The catalyst class is: 3. (3) Reactant: [F:1][CH:2]([F:32])[C:3]1[CH:8]=[C:7]([C@@:9]2([C:20]3[CH:25]=[CH:24][CH:23]=[C:22]([C:26]4[CH:27]=[N:28][CH:29]=[N:30][CH:31]=4)[CH:21]=3)[C:17]3[C:12](=[C:13]([F:18])[CH:14]=[CH:15][CH:16]=3)[C:11]([NH2:19])=[N:10]2)[CH:6]=[CH:5][N:4]=1.[C:33]([OH:40])(=[O:39])/[CH:34]=[CH:35]/[C:36]([OH:38])=[O:37]. Product: [C:33]([OH:40])(=[O:39])/[CH:34]=[CH:35]/[C:36]([OH:38])=[O:37].[F:32][CH:2]([F:1])[C:3]1[CH:8]=[C:7]([C@@:9]2([C:20]3[CH:25]=[CH:24][CH:23]=[C:22]([C:26]4[CH:27]=[N:28][CH:29]=[N:30][CH:31]=4)[CH:21]=3)[C:17]3[C:12](=[C:13]([F:18])[CH:14]=[CH:15][CH:16]=3)[C:11]([NH2:19])=[N:10]2)[CH:6]=[CH:5][N:4]=1.[F:32][CH:2]([C:3]1[CH:8]=[C:7]([C@@:9]2([C:20]3[CH:25]=[CH:24][CH:23]=[C:22]([C:26]4[CH:31]=[N:30][CH:29]=[N:28][CH:27]=4)[CH:21]=3)[C:17]3[C:12](=[C:13]([F:18])[CH:14]=[CH:15][CH:16]=3)[C:11]([NH2:19])=[N:10]2)[CH:6]=[CH:5][N:4]=1)[F:1]. The catalyst class is: 370. (4) Reactant: [CH3:1][C:2]1[CH:7]=[CH:6][C:5]([CH:8]([C:16]([O:18][C:19]([CH3:22])([CH3:21])[CH3:20])=[O:17])[C:9]([O:11][C:12]([CH3:15])([CH3:14])[CH3:13])=[O:10])=[C:4]([N+:23]([O-])=O)[CH:3]=1. Product: [NH2:23][C:4]1[CH:3]=[C:2]([CH3:1])[CH:7]=[CH:6][C:5]=1[CH:8]([C:9]([O:11][C:12]([CH3:15])([CH3:14])[CH3:13])=[O:10])[C:16]([O:18][C:19]([CH3:22])([CH3:20])[CH3:21])=[O:17]. The catalyst class is: 19. (5) Reactant: Cl[C:2]1[N:7]=[C:6]([O:8][C:9]2[CH:14]=[CH:13][C:12]([NH:15][C:16](=[O:18])[CH3:17])=[CH:11][C:10]=2[F:19])[CH:5]=[CH:4][N:3]=1.[NH2:20][C:21]1[CH:26]=[CH:25][CH:24]=[CH:23][CH:22]=1.CC1C=CC(S(O)(=O)=O)=CC=1. Product: [F:19][C:10]1[CH:11]=[C:12]([NH:15][C:16](=[O:18])[CH3:17])[CH:13]=[CH:14][C:9]=1[O:8][C:6]1[CH:5]=[CH:4][N:3]=[C:2]([NH:20][C:21]2[CH:26]=[CH:25][CH:24]=[CH:23][CH:22]=2)[N:7]=1. The catalyst class is: 12.